From a dataset of Forward reaction prediction with 1.9M reactions from USPTO patents (1976-2016). Predict the product of the given reaction. (1) The product is: [F:11][C:12]1[CH:13]=[C:14]([CH:15]([C:3]2[C:4](=[O:10])[NH:5][CH:6]([CH:7]([CH3:9])[CH3:8])[C:2]=2[OH:1])[C:22]2[NH:21][C:29]3[C:24]([C:23]=2[CH2:30][CH2:31][NH:32][C:33](=[O:35])[CH3:34])=[CH:25][CH:26]=[CH:27][CH:28]=3)[CH:17]=[C:18]([F:20])[CH:19]=1. Given the reactants [OH:1][C:2]1[CH:6]([CH:7]([CH3:9])[CH3:8])[NH:5][C:4](=[O:10])[CH:3]=1.[F:11][C:12]1[CH:13]=[C:14]([CH:17]=[C:18]([F:20])[CH:19]=1)[CH:15]=O.[NH:21]1[C:29]2[C:24](=[CH:25][CH:26]=[CH:27][CH:28]=2)[C:23]([CH2:30][CH2:31][NH:32][C:33](=[O:35])[CH3:34])=[CH:22]1, predict the reaction product. (2) Given the reactants FC1C(N2CCNCC2)=CC2NC=C3C(=O)N(C4C=CC=CC=4)N=C3C=2C=1.F[C:29]1[C:30]([F:48])=[CH:31][C:32]2[C:33]3[C:34]([C:39](=[O:47])[N:40]([C:42]4[CH:46]=[CH:45][S:44][CH:43]=4)[N:41]=3)=[CH:35][NH:36][C:37]=2[CH:38]=1.[NH:49]1[CH2:54][CH2:53][O:52][CH2:51][CH2:50]1, predict the reaction product. The product is: [F:48][C:30]1[C:29]([N:49]2[CH2:54][CH2:53][O:52][CH2:51][CH2:50]2)=[CH:38][C:37]2[NH:36][CH:35]=[C:34]3[C:39](=[O:47])[N:40]([C:42]4[CH:46]=[CH:45][S:44][CH:43]=4)[N:41]=[C:33]3[C:32]=2[CH:31]=1. (3) Given the reactants C([Li])CCC.C(NC(C)C)(C)C.[O:13]=[C:14]1[CH2:19][CH2:18][N:17]([C:20]([O:22][C:23]([CH3:26])([CH3:25])[CH3:24])=[O:21])[CH2:16][CH2:15]1.C1C=CC(N([S:34]([C:37]([F:40])([F:39])[F:38])(=[O:36])=[O:35])[S:34]([C:37]([F:40])([F:39])[F:38])(=[O:36])=[O:35])=CC=1, predict the reaction product. The product is: [F:38][C:37]([F:40])([F:39])[S:34]([O:13][C:14]1[CH2:19][CH2:18][N:17]([C:20]([O:22][C:23]([CH3:26])([CH3:25])[CH3:24])=[O:21])[CH2:16][CH:15]=1)(=[O:36])=[O:35]. (4) Given the reactants [CH3:1][O:2][C:3]1[CH:4]=[C:5]([CH:7]=[CH:8][C:9]=1[C:10]1[O:14][CH:13]=[N:12][CH:11]=1)[NH2:6].C(OC([NH:22][C@H:23]([CH2:27][CH3:28])[C:24](O)=[O:25])=O)(C)(C)C.C(N(CC)C(C)C)(C)C.CCCP1(OP(CCC)(=O)OP(CCC)(=O)O1)=O, predict the reaction product. The product is: [NH2:22][C@H:23]([CH2:27][CH3:28])[C:24]([NH:6][C:5]1[CH:7]=[CH:8][C:9]([C:10]2[O:14][CH:13]=[N:12][CH:11]=2)=[C:3]([O:2][CH3:1])[CH:4]=1)=[O:25].